Dataset: Reaction yield outcomes from USPTO patents with 853,638 reactions. Task: Predict the reaction yield, written as a fraction of the theoretical maximum amount of product (1.0 means a 100% yield; for example, 0.34 means a 34% yield). (1) The reactants are CON(C)[C:4]([C:6]1[N:7]=[N:8][CH:9]=[CH:10][CH:11]=1)=[O:5].[CH3:13]OC1C=CC(P2(SP(C3C=CC(OC)=CC=3)(=S)S2)=S)=CC=1. No catalyst specified. The product is [N:8]1[CH:9]=[CH:10][CH:11]=[C:6]([CH:4]([OH:5])[CH3:13])[N:7]=1. The yield is 0.500. (2) The reactants are [C:1]([C:4]1[C:16]2[NH:15][C:14]3[C:9](=[CH:10][CH:11]=[C:12]([C:17]([OH:20])([CH3:19])[CH3:18])[CH:13]=3)[C:8]=2[C:7](C2C(C)=C(N3C(=O)CC(C(O)=O)C3)C=CC=2)=[CH:6][CH:5]=1)(=[O:3])[NH2:2].CNC.C(Cl)CCl.C1C=CC2N(O)N=NC=2C=1. The catalyst is C1COCC1.C(Cl)Cl.CN(C=O)C. The product is [OH:20][C:17]([C:12]1[CH:13]=[C:14]2[C:9]([C:8]3[CH:7]=[CH:6][CH:5]=[C:4]([C:1]([NH2:2])=[O:3])[C:16]=3[NH:15]2)=[CH:10][CH:11]=1)([CH3:18])[CH3:19]. The yield is 0.150. (3) The reactants are [CH2:1]([N:3]([CH2:37][CH3:38])[CH2:4][CH2:5][CH2:6][NH:7][C:8]1[N:9]=[C:10]([C:27]2[CH:28]=[C:29]([CH:33]=[CH:34][C:35]=2[CH3:36])[C:30]([OH:32])=O)[C:11]2[CH:17]=[CH:16][C:15](=[O:18])[N:14]([C:19]3[C:24]([F:25])=[CH:23][CH:22]=[CH:21][C:20]=3[F:26])[C:12]=2[N:13]=1)[CH3:2].CN(C(O[N:54]1N=[N:54][C:49]2[CH:50]=[CH:51][CH:51]=[CH:50][C:49]1=2)=[N+](C)C)C.F[P-](F)(F)(F)(F)F.C(N(CC)CC)C.C1(N)CC1. The catalyst is CN(C=O)C. The product is [CH:49]1([NH:54][C:30](=[O:32])[C:29]2[CH:33]=[CH:34][C:35]([CH3:36])=[C:27]([C:10]3[C:11]4[CH:17]=[CH:16][C:15](=[O:18])[N:14]([C:19]5[C:24]([F:25])=[CH:23][CH:22]=[CH:21][C:20]=5[F:26])[C:12]=4[N:13]=[C:8]([NH:7][CH2:6][CH2:5][CH2:4][N:3]([CH2:37][CH3:38])[CH2:1][CH3:2])[N:9]=3)[CH:28]=2)[CH2:51][CH2:50]1. The yield is 0.300.